The task is: Regression. Given a peptide amino acid sequence and an MHC pseudo amino acid sequence, predict their binding affinity value. This is MHC class I binding data.. This data is from Peptide-MHC class I binding affinity with 185,985 pairs from IEDB/IMGT. (1) The peptide sequence is REFLTRNPAW. The MHC is HLA-B45:01 with pseudo-sequence HLA-B45:01. The binding affinity (normalized) is 0.414. (2) The MHC is HLA-A11:01 with pseudo-sequence HLA-A11:01. The binding affinity (normalized) is 0. The peptide sequence is VTEFRRTAIH. (3) The peptide sequence is RMFKRVFNM. The MHC is HLA-C04:01 with pseudo-sequence HLA-C04:01. The binding affinity (normalized) is 0.213. (4) The peptide sequence is RQQNPIPV. The MHC is HLA-B27:05 with pseudo-sequence HLA-B27:05. The binding affinity (normalized) is 0.258. (5) The peptide sequence is IFKNLTKPL. The MHC is HLA-B40:01 with pseudo-sequence HLA-B40:01. The binding affinity (normalized) is 0.0847.